From a dataset of Catalyst prediction with 721,799 reactions and 888 catalyst types from USPTO. Predict which catalyst facilitates the given reaction. (1) Reactant: Cl[CH2:2][C:3]1[CH:8]=[CH:7][C:6]([C:9]([OH:35])([C:29]2[N:33]([CH3:34])[CH:32]=[N:31][CH:30]=2)[C:10]2[CH:11]=[C:12]3[C:17](=[CH:18][CH:19]=2)[N:16]([CH3:20])[C:15](=[O:21])[CH:14]=[C:13]3[C:22]2[CH:27]=[CH:26][CH:25]=[C:24]([Cl:28])[CH:23]=2)=[CH:5][CH:4]=1.[CH3:36][O:37][Na].CO.O. Product: [Cl:28][C:24]1[CH:23]=[C:22]([C:13]2[C:12]3[C:17](=[CH:18][CH:19]=[C:10]([C:9]([OH:35])([C:6]4[CH:5]=[CH:4][C:3]([CH2:2][O:37][CH3:36])=[CH:8][CH:7]=4)[C:29]4[N:33]([CH3:34])[CH:32]=[N:31][CH:30]=4)[CH:11]=3)[N:16]([CH3:20])[C:15](=[O:21])[CH:14]=2)[CH:27]=[CH:26][CH:25]=1. The catalyst class is: 5. (2) Reactant: [CH:1]1([N:6]2[C:11](=[O:12])[C:10](C3C=CC=CN=3)=[CH:9][C:8]([C:19]([OH:21])=O)=[CH:7]2)[CH2:5][CH2:4][CH2:3][CH2:2]1.CN(C([O:29]N1N=NC2C=CC=NC1=2)=[N+](C)C)C.F[P-](F)(F)(F)(F)F.[NH2:46][C@@H:47]([CH2:67][C:68]1[CH:73]=[CH:72][CH:71]=[CH:70][CH:69]=1)[C@H:48]([OH:66])[CH2:49][NH:50][CH:51]1[C:60]2[C:55](=[CH:56][CH:57]=[C:58]([O:61][CH3:62])[CH:59]=2)[C:54](=[O:63])[C:53]([CH3:65])([CH3:64])[CH2:52]1.[CH:74]([N:77]([CH:80]([CH3:82])C)CC)([CH3:76])C. Product: [CH:1]1([N:6]2[C:11](=[O:12])[C:10]([N:77]3[CH2:74][CH2:76][CH2:82][C:80]3=[O:29])=[CH:9][C:8]([C:19]([NH:46][C@@H:47]([CH2:67][C:68]3[CH:69]=[CH:70][CH:71]=[CH:72][CH:73]=3)[C@H:48]([OH:66])[CH2:49][NH:50][C@H:51]3[C:60]4[C:55](=[CH:56][CH:57]=[C:58]([O:61][CH3:62])[CH:59]=4)[C:54](=[O:63])[C:53]([CH3:64])([CH3:65])[CH2:52]3)=[O:21])=[CH:7]2)[CH2:2][CH2:3][CH2:4][CH2:5]1. The catalyst class is: 3. (3) The catalyst class is: 26. Reactant: S(Cl)([Cl:3])=O.[CH3:5][Si:6]([CH3:13])([CH3:12])[CH2:7][CH2:8][C:9](O)=[O:10]. Product: [CH3:5][Si:6]([CH3:13])([CH3:12])[CH2:7][CH2:8][C:9]([Cl:3])=[O:10]. (4) Reactant: [CH2:1]([C:3]1[C:11]2[C:6](=[CH:7][CH:8]=[CH:9][C:10]=2[NH:12][C:13]([C:15]2[N:19]3[CH:20]=[CH:21][CH:22]=[CH:23][C:18]3=[N:17][CH:16]=2)=[O:14])[N:5]([CH2:24][C:25]2[N:30]=[C:29]([O:31][CH2:32][CH2:33][NH:34]C(=O)OC(C)(C)C)[CH:28]=[CH:27][CH:26]=2)[N:4]=1)[CH3:2].[ClH:42]. Product: [ClH:42].[ClH:42].[NH2:34][CH2:33][CH2:32][O:31][C:29]1[N:30]=[C:25]([CH2:24][N:5]2[C:6]3[C:11](=[C:10]([NH:12][C:13]([C:15]4[N:19]5[CH:20]=[CH:21][CH:22]=[CH:23][C:18]5=[N:17][CH:16]=4)=[O:14])[CH:9]=[CH:8][CH:7]=3)[C:3]([CH2:1][CH3:2])=[N:4]2)[CH:26]=[CH:27][CH:28]=1. The catalyst class is: 13.